From a dataset of Catalyst prediction with 721,799 reactions and 888 catalyst types from USPTO. Predict which catalyst facilitates the given reaction. (1) Reactant: [O:1]=[CH:2]/[CH:3]=[CH:4]/[C:5]([O:7][CH2:8][CH3:9])=[O:6].[CH3:10][O:11][C:12]1[CH:17]=[CH:16][C:15]([S:18]([N:21]=[CH:22]/[CH:23]=[CH:24]/[C:25]2[CH:30]=[CH:29][CH:28]=[CH:27][CH:26]=2)(=[O:20])=[O:19])=[CH:14][CH:13]=1. The catalyst class is: 22. Product: [CH3:10][O:11][C:12]1[CH:13]=[CH:14][C:15]([S:18]([N:21]2[CH:22]=[CH:23][C@H:24]([C:25]3[CH:30]=[CH:29][CH:28]=[CH:27][CH:26]=3)[C@H:3]([CH2:4][C:5]([O:7][CH2:8][CH3:9])=[O:6])[C:2]2=[O:1])(=[O:19])=[O:20])=[CH:16][CH:17]=1. (2) Reactant: [H-].C([Al+]CC(C)C)C(C)C.[CH2:11]([O:13][C:14]1[CH:15]=[C:16]([CH:22]=[C:23]([O:26][CH2:27][CH3:28])[C:24]=1[I:25])[C:17](OCC)=[O:18])[CH3:12].O.O.O.O.O.O.O.O.O.O.S([O-])([O-])(=O)=O.[Na+].[Na+]. Product: [CH2:11]([O:13][C:14]1[CH:15]=[C:16]([CH:22]=[C:23]([O:26][CH2:27][CH3:28])[C:24]=1[I:25])[CH:17]=[O:18])[CH3:12]. The catalyst class is: 1. (3) Product: [CH3:39][S:40]([O:25][CH2:24][CH2:23][CH2:22][C:20]1[C:19]([O:26][CH3:27])=[CH:18][C:9]2[C@@H:10]([C:12]3[CH:13]=[CH:14][CH:15]=[CH:16][CH:17]=3)[NH:11][C@@:5]([CH2:1][CH2:2][CH2:3][CH3:4])([CH2:30][CH3:31])[CH2:6][S:7](=[O:28])(=[O:29])[C:8]=2[CH:21]=1)(=[O:42])=[O:41]. The catalyst class is: 2. Reactant: [CH2:1]([C@@:5]1([CH2:30][CH3:31])[NH:11][C@H:10]([C:12]2[CH:17]=[CH:16][CH:15]=[CH:14][CH:13]=2)[C:9]2[CH:18]=[C:19]([O:26][CH3:27])[C:20]([CH2:22][CH2:23][CH2:24][OH:25])=[CH:21][C:8]=2[S:7](=[O:29])(=[O:28])[CH2:6]1)[CH2:2][CH2:3][CH3:4].C(N(CC)CC)C.[CH3:39][S:40](Cl)(=[O:42])=[O:41]. (4) The catalyst class is: 10. Reactant: Cl[CH2:2][C:3]([NH:5][C:6]1[CH:25]=[CH:24][C:9]2[N:10]=[C:11]([NH:14][C@H:15]3[C:23]4[C:18](=[CH:19][CH:20]=[CH:21][CH:22]=4)[CH2:17][CH2:16]3)[O:12][CH2:13][C:8]=2[CH:7]=1)=[O:4].Cl.[F:27][C:28]([F:37])([F:36])[CH2:29][N:30]1[CH2:35][CH2:34][NH:33][CH2:32][CH2:31]1.C(N(C(C)C)CC)(C)C. Product: [C@H:15]1([NH:14][C:11]2[O:12][CH2:13][C:8]3[CH:7]=[C:6]([NH:5][C:3](=[O:4])[CH2:2][N:33]4[CH2:32][CH2:31][N:30]([CH2:29][C:28]([F:36])([F:37])[F:27])[CH2:35][CH2:34]4)[CH:25]=[CH:24][C:9]=3[N:10]=2)[C:23]2[C:18](=[CH:19][CH:20]=[CH:21][CH:22]=2)[CH2:17][CH2:16]1. (5) Reactant: ClC1C=CC(O[C:7]2[CH:12]=C[C:10]([C:13]3[C:14](=C)[C:15]4(C[CH2:21][CH2:20][CH2:19][CH2:18]4)ON=3)=[CH:9][CH:8]=2)=CC=1.C1C=C(Cl)C=C(C(OO)=O)C=1. Product: [CH3:21][CH2:20][CH2:19][CH2:18][CH2:15][CH2:14][CH2:13][CH2:10][CH2:9][CH2:8][CH:7]=[CH2:12]. The catalyst class is: 2.